Predict the reaction yield, written as a fraction of the theoretical maximum amount of product (1.0 means a 100% yield; for example, 0.34 means a 34% yield). From a dataset of Reaction yield outcomes from USPTO patents with 853,638 reactions. (1) The reactants are [CH3:1][O:2][C:3](=[O:31])[CH:4]([NH:16][C:17](=[O:30])[CH:18]([NH:22]C(OC(C)(C)C)=O)[CH2:19][O:20][CH3:21])[CH2:5][C:6]1[CH:15]=[CH:14][C:13]2[C:8](=[CH:9][CH:10]=[CH:11][CH:12]=2)[CH:7]=1.[Cl:32]CCCl. The catalyst is Cl.O1CCOCC1. The product is [ClH:32].[CH3:1][O:2][C:3](=[O:31])[CH:4]([NH:16][C:17](=[O:30])[CH:18]([NH2:22])[CH2:19][O:20][CH3:21])[CH2:5][C:6]1[CH:15]=[CH:14][C:13]2[C:8](=[CH:9][CH:10]=[CH:11][CH:12]=2)[CH:7]=1. The yield is 1.00. (2) The reactants are [CH3:1][C:2]1[CH:10]=[C:6]([C:7]([OH:9])=O)[C:5]([OH:11])=[CH:4][CH:3]=1.[Cl:12][C:13]1[CH:19]=[CH:18][C:16]([NH2:17])=[CH:15][C:14]=1[C:20]([F:23])([F:22])[F:21]. No catalyst specified. The product is [Cl:12][C:13]1[CH:19]=[CH:18][C:16]([NH:17][C:7](=[O:9])[C:6]2[CH:10]=[C:2]([CH3:1])[CH:3]=[CH:4][C:5]=2[OH:11])=[CH:15][C:14]=1[C:20]([F:21])([F:22])[F:23]. The yield is 0.704. (3) The reactants are [CH2:1]1[C:3]([NH2:7])([C:4]([OH:6])=[O:5])[CH2:2]1.[CH3:8][CH:9]([CH3:28])[C:10]([O:12][CH:13]([O:17][C:18](ON1C(=O)CCC1=O)=[O:19])[CH:14]([CH3:16])[CH3:15])=[O:11]. No catalyst specified. The product is [C:10]([O:12][CH:13]([O:17][C:18]([NH:7][C:3]1([C:4]([OH:6])=[O:5])[CH2:2][CH2:1]1)=[O:19])[CH:14]([CH3:15])[CH3:16])(=[O:11])[CH:9]([CH3:28])[CH3:8]. The yield is 0.510. (4) The reactants are F[C:2]1[N:7]=[CH:6][C:5]([C:8]2[C:17]3[C:12](=[CH:13][C:14]([O:20][CH3:21])=[C:15]([O:18][CH3:19])[CH:16]=3)[N:11]=[N:10][CH:9]=2)=[CH:4][CH:3]=1.Cl.Cl.[N:24]1[CH:29]=[CH:28][CH:27]=[CH:26][C:25]=1[C:30]1([OH:36])[CH2:35][CH2:34][NH:33][CH2:32][CH2:31]1.C(=O)([O-])[O-].[K+].[K+]. The catalyst is CS(C)=O.O. The product is [CH3:19][O:18][C:15]1[CH:16]=[C:17]2[C:12](=[CH:13][C:14]=1[O:20][CH3:21])[N:11]=[N:10][CH:9]=[C:8]2[C:5]1[CH:4]=[CH:3][C:2]([N:33]2[CH2:34][CH2:35][C:30]([C:25]3[CH:26]=[CH:27][CH:28]=[CH:29][N:24]=3)([OH:36])[CH2:31][CH2:32]2)=[N:7][CH:6]=1. The yield is 0.550. (5) The reactants are Br[C:2]1[CH:3]=[CH:4][C:5]([C:8]([O:10][CH3:11])=[O:9])=[N:6][CH:7]=1.[CH2:12]([Sn](CCCC)(CCCC)C#CC)[CH2:13][CH2:14]C. The catalyst is C1(C)C=CC=CC=1.C1C=CC([P]([Pd]([P](C2C=CC=CC=2)(C2C=CC=CC=2)C2C=CC=CC=2)([P](C2C=CC=CC=2)(C2C=CC=CC=2)C2C=CC=CC=2)[P](C2C=CC=CC=2)(C2C=CC=CC=2)C2C=CC=CC=2)(C2C=CC=CC=2)C2C=CC=CC=2)=CC=1. The product is [C:12]([C:2]1[CH:3]=[CH:4][C:5]([C:8]([O:10][CH3:11])=[O:9])=[N:6][CH:7]=1)#[C:13][CH3:14]. The yield is 0.378. (6) The reactants are F[C:2]1[CH:10]=[N:9][CH:8]=[CH:7][C:3]=1[C:4]([OH:6])=[O:5].[F:11][C:12]1[CH:13]=[C:14]([CH:17]=[CH:18][CH:19]=1)[CH2:15][NH2:16]. The catalyst is CC(N(C)C)=O. The product is [F:11][C:12]1[CH:13]=[C:14]([CH:17]=[CH:18][CH:19]=1)[CH2:15][NH:16][C:2]1[CH:10]=[N:9][CH:8]=[CH:7][C:3]=1[C:4]([OH:6])=[O:5]. The yield is 0.330. (7) The reactants are [OH:1][C:2]1[CH:7]=[CH:6][C:5]([CH2:8][CH2:9][C:10]2[N:11]([CH2:26][CH2:27][CH3:28])[C:12](=[O:25])[N:13]([C:15]3[CH:20]=[CH:19][C:18]([C:21]([F:24])([F:23])[F:22])=[CH:17][CH:16]=3)[N:14]=2)=[CH:4][CH:3]=1.C(=O)([O-])[O-].[Cs+].[Cs+].Br[C:36]([CH3:43])([CH3:42])[C:37]([O:39][CH2:40][CH3:41])=[O:38]. The catalyst is CN(C=O)C. The product is [CH2:40]([O:39][C:37](=[O:38])[C:36]([CH3:43])([O:1][C:2]1[CH:7]=[CH:6][C:5]([CH2:8][CH2:9][C:10]2[N:11]([CH2:26][CH2:27][CH3:28])[C:12](=[O:25])[N:13]([C:15]3[CH:20]=[CH:19][C:18]([C:21]([F:24])([F:23])[F:22])=[CH:17][CH:16]=3)[N:14]=2)=[CH:4][CH:3]=1)[CH3:42])[CH3:41]. The yield is 0.707. (8) The reactants are C[O:2][C:3]([C:5]1[S:9][C:8]2[CH:10]=[C:11]([O:14][C:15]3[S:16][C:17]4[CH:23]=[CH:22][CH:21]=[CH:20][C:18]=4[N:19]=3)[CH:12]=[CH:13][C:7]=2[CH:6]=1)=O.[H-].[H-].[H-].[H-].[Li+].[Al+3].[NH4+].[Cl-]. The catalyst is C(Cl)Cl. The product is [S:16]1[C:17]2[CH:23]=[CH:22][CH:21]=[CH:20][C:18]=2[N:19]=[C:15]1[O:14][C:11]1[CH:12]=[CH:13][C:7]2[CH:6]=[C:5]([CH2:3][OH:2])[S:9][C:8]=2[CH:10]=1. The yield is 0.770.